Dataset: HIV replication inhibition screening data with 41,000+ compounds from the AIDS Antiviral Screen. Task: Binary Classification. Given a drug SMILES string, predict its activity (active/inactive) in a high-throughput screening assay against a specified biological target. (1) The drug is COc1cc(C)c2c(=O)c3c(oc2c1)C(=O)c1c(OC)c(OC)cc(OC)c1C3=O. The result is 0 (inactive). (2) The compound is O=C1C(Cl)N(c2cccc([N+](=O)[O-])c2)C1c1c[nH]c2ccccc12. The result is 0 (inactive). (3) The molecule is O=C1C(=Cc2ccc(Cl)cc2)NC(=S)N1CN1CCCCC1. The result is 0 (inactive). (4) The molecule is COc1ccccc1NC(=O)CC(=O)n1nc(C)c(N=Nc2ccccc2Cl)c1C. The result is 0 (inactive).